Dataset: CYP2D6 inhibition data for predicting drug metabolism from PubChem BioAssay. Task: Regression/Classification. Given a drug SMILES string, predict its absorption, distribution, metabolism, or excretion properties. Task type varies by dataset: regression for continuous measurements (e.g., permeability, clearance, half-life) or binary classification for categorical outcomes (e.g., BBB penetration, CYP inhibition). Dataset: cyp2d6_veith. (1) The compound is Cc1onc(-c2ccccc2Cl)c1C(=O)N[C@H]1C(=O)N2[C@H]1SC(C)(C)[C@H]2C(=O)[O-].[Na+]. The result is 0 (non-inhibitor). (2) The compound is Cn1cccc1C(=O)N1CCC[C@@]2(CCN(c3cccc(-c4ccccc4)c3)C2)C1. The result is 0 (non-inhibitor). (3) The compound is C[C@H]1CC[C@@]2(NC1)O[C@@H]1C[C@@H]3[C@@H]4CC=C5C[C@@H](O)CC[C@]5(C)[C@@H]4CC[C@]3(C)[C@H]1[C@@H]2C. The result is 0 (non-inhibitor). (4) The molecule is Cc1ccc(-c2cc(C(=O)NN=C3CCCC3)c3ccccc3n2)cc1. The result is 0 (non-inhibitor). (5) The compound is Cc1cc(NC(=O)C2C3C(=O)N(Cc4ccc(Cl)cc4)C(C(=O)NC(C)(C)C)C34C=CC2(C)O4)no1. The result is 0 (non-inhibitor). (6) The compound is CC(C)OC(=O)c1sc2nc(-c3ccccc3)ccc2c1N. The result is 0 (non-inhibitor). (7) The molecule is O=C1Nc2ccccc2[C@]1(O)Cc1ccccn1. The result is 0 (non-inhibitor). (8) The compound is Cc1ccc(CNC(=O)CCNC(=O)c2ccco2)cc1. The result is 0 (non-inhibitor). (9) The molecule is O=[N+]([O-])c1cc(/C=N/N2CCN(C3c4ccccc4-c4ccccc43)CC2)ccc1Cl. The result is 0 (non-inhibitor).